Dataset: Clinical trial toxicity outcomes and FDA approval status for drugs. Task: Regression/Classification. Given a drug SMILES string, predict its toxicity properties. Task type varies by dataset: regression for continuous values (e.g., LD50, hERG inhibition percentage) or binary classification for toxic/non-toxic outcomes (e.g., AMES mutagenicity, cardiotoxicity, hepatotoxicity). Dataset: clintox. (1) The compound is CC(=O)N1CCN(c2ccc(OC[C@H]3CO[C@](Cn4ccnc4)(c4ccc(Cl)cc4Cl)O3)cc2)CC1. The result is 1 (failed clinical trial for toxicity). (2) The drug is CC(C)[NH+](CCC(C(N)=O)(c1ccccc1)c1ccccn1)C(C)C. The result is 0 (passed clinical trial). (3) The drug is NC(=O)NC(=O)Cc1ccccc1. The result is 0 (passed clinical trial). (4) The drug is COc1ccc2cc(CCC(C)=O)ccc2c1. The result is 0 (passed clinical trial). (5) The molecule is C=C1CC[C@H](O)C/C1=C/C=C1\CCC[C@@]2(C)[C@H]1CC[C@@H]2[C@H](C)CCCC(C)C. The result is 0 (passed clinical trial). (6) The compound is CCCc1cc(=O)[nH]c(=S)[nH]1. The result is 0 (passed clinical trial). (7) The compound is CCCC(=O)OCOC(=O)C1=C(C)NC(C)=C(C(=O)OC)C1c1cccc(Cl)c1Cl. The result is 0 (passed clinical trial). (8) The drug is CC[C@@H]([C@H](C)O)n1ncn(-c2ccc(N3CCN(c4ccc(OC[C@@H]5CO[C@@](Cn6cncn6)(c6ccc(F)cc6F)C5)cc4)CC3)cc2)c1=O. The result is 0 (passed clinical trial). (9) The compound is O=C(OC1CC2CCC(C1)[N+]21CCCC1)C(O)(c1ccccc1)c1ccccc1. The result is 0 (passed clinical trial).